This data is from Forward reaction prediction with 1.9M reactions from USPTO patents (1976-2016). The task is: Predict the product of the given reaction. (1) Given the reactants [F:1][C:2]1[CH:7]=[CH:6][C:5]([C@@H:8]([OH:37])[CH2:9][CH2:10][C@@H:11]2[C@@H:14]([C:15]3[CH:20]=[CH:19][C:18](B4OC(C)(C)C(C)(C)O4)=[CH:17][CH:16]=3)[N:13]([C:30]3[CH:35]=[CH:34][CH:33]=[CH:32][CH:31]=3)[C:12]2=[O:36])=[CH:4][CH:3]=1.[C:38]([O:41][C@@H:42]1[C@@H:47]([O:48][C:49](=[O:51])[CH3:50])[C@H:46]([O:52][C:53](=[O:55])[CH3:54])[C@@H:45]([CH2:56][O:57][C:58](=[O:60])[CH3:59])[O:44][C@H:43]1[C:61]1[CH:66]=[CH:65][CH:64]=[C:63](Br)[CH:62]=1)(=[O:40])[CH3:39].C(=O)([O-])[O-].[K+].[K+], predict the reaction product. The product is: [C:38]([O:41][C@@H:42]1[C@@H:47]([O:48][C:49](=[O:51])[CH3:50])[C@H:46]([O:52][C:53](=[O:55])[CH3:54])[C@@H:45]([CH2:56][O:57][C:58](=[O:60])[CH3:59])[O:44][C@H:43]1[C:61]1[CH:62]=[C:63]([C:18]2[CH:17]=[CH:16][C:15]([C@@H:14]3[C@@H:11]([CH2:10][CH2:9][C@@H:8]([C:5]4[CH:4]=[CH:3][C:2]([F:1])=[CH:7][CH:6]=4)[OH:37])[C:12](=[O:36])[N:13]3[C:30]3[CH:35]=[CH:34][CH:33]=[CH:32][CH:31]=3)=[CH:20][CH:19]=2)[CH:64]=[CH:65][CH:66]=1)(=[O:40])[CH3:39]. (2) Given the reactants [OH:1][CH:2]1[CH2:6][N:5]([C:7]([O:9][C:10]([CH3:13])([CH3:12])[CH3:11])=[O:8])[CH:4]([C:14]([O:16][CH3:17])=[O:15])[CH2:3]1.[H-].[Na+].[S:20]([O:30][CH2:31][CH2:32]OS(C1C=CC(C)=CC=1)(=O)=O)([C:23]1[CH:29]=[CH:28][C:26]([CH3:27])=[CH:25][CH:24]=1)(=[O:22])=[O:21], predict the reaction product. The product is: [C:26]1([CH3:27])[CH:25]=[CH:24][C:23]([S:20]([O:30][CH2:31][CH2:32][O:1][CH:2]2[CH2:6][N:5]([C:7]([O:9][C:10]([CH3:11])([CH3:12])[CH3:13])=[O:8])[CH:4]([C:14]([O:16][CH3:17])=[O:15])[CH2:3]2)(=[O:22])=[O:21])=[CH:29][CH:28]=1. (3) Given the reactants [F:1][C:2]1[CH:9]=[CH:8][C:5]([CH2:6][NH2:7])=[CH:4][CH:3]=1.[CH3:10][N:11]1[CH2:16][CH2:15][C:14](=O)[CH2:13][CH2:12]1.C(O[BH-](OC(=O)C)OC(=O)C)(=O)C.[OH-].[Na+], predict the reaction product. The product is: [F:1][C:2]1[CH:9]=[CH:8][C:5]([CH2:6][NH:7][CH:14]2[CH2:15][CH2:16][N:11]([CH3:10])[CH2:12][CH2:13]2)=[CH:4][CH:3]=1. (4) Given the reactants [CH2:1]([NH2:10])[CH2:2][N:3]([CH2:7][CH2:8][NH2:9])[CH2:4][CH2:5][NH2:6].[C:11]1(=[O:17])[O:16][C:14](=[O:15])[CH2:13][CH2:12]1.Cl.CN(CCCN=C=NCC)C, predict the reaction product. The product is: [CH2:1]([NH2:10])[CH2:2][N:3]([CH2:7][CH2:8][NH2:9])[CH2:4][CH2:5][NH2:6].[C:14]1(=[O:15])[O:16][C:11](=[O:17])[CH2:12][CH2:13]1.